This data is from Peptide-MHC class II binding affinity with 134,281 pairs from IEDB. The task is: Regression. Given a peptide amino acid sequence and an MHC pseudo amino acid sequence, predict their binding affinity value. This is MHC class II binding data. (1) The peptide sequence is TVEKWLACGVDNFCV. The MHC is DRB1_0701 with pseudo-sequence DRB1_0701. The binding affinity (normalized) is 0.466. (2) The peptide sequence is YAAALVAMPTLAELA. The MHC is DRB3_0101 with pseudo-sequence DRB3_0101. The binding affinity (normalized) is 0.285. (3) The peptide sequence is DLILFDWPTHMLQLA. The MHC is HLA-DPA10103-DPB10401 with pseudo-sequence HLA-DPA10103-DPB10401. The binding affinity (normalized) is 0.561. (4) The peptide sequence is PFAATANPWASQRF. The MHC is DRB1_0802 with pseudo-sequence DRB1_0802. The binding affinity (normalized) is 0.452.